Regression/Classification. Given a drug SMILES string, predict its toxicity properties. Task type varies by dataset: regression for continuous values (e.g., LD50, hERG inhibition percentage) or binary classification for toxic/non-toxic outcomes (e.g., AMES mutagenicity, cardiotoxicity, hepatotoxicity). Dataset: herg_karim. From a dataset of hERG potassium channel inhibition data for cardiac toxicity prediction from Karim et al.. (1) The result is 0 (non-blocker). The compound is Nc1ccc(-c2cccs2)cc1NC(=O)c1ccc(C(=O)N2CCC3(CCCN3)CC2)cc1. (2) The compound is O=C(c1ccc(CN2CCOCC2)cc1)N1CCN(C2CC2)CC1. The result is 0 (non-blocker). (3) The result is 0 (non-blocker). The drug is COc1ccc2nccc([C@@H](O)CC[C@@H]3CCN(C4CC(c5cc(F)cc(F)c5F)C4)C[C@@H]3C(=O)O)c2c1. (4) The drug is c1ccc([C@H]([C@@H](c2ccccc2)N2CCCC2)N2CCCC2)cc1. The result is 0 (non-blocker). (5) The result is 1 (blocker). The compound is CS(=O)(=O)Nc1ccc(OC[C@@H](O)CNCCc2ccc(F)c(F)c2)cc1.